This data is from Full USPTO retrosynthesis dataset with 1.9M reactions from patents (1976-2016). The task is: Predict the reactants needed to synthesize the given product. (1) Given the product [C:10]([C:4]1[C:3]([O:13][CH3:14])=[C:2]([C:19]2[CH:20]=[CH:21][C:16]([F:15])=[C:17]([C:25]([O:27][CH3:28])=[O:26])[CH:18]=2)[C:7]([CH3:8])=[C:6]([Cl:9])[CH:5]=1)(=[O:12])[CH3:11], predict the reactants needed to synthesize it. The reactants are: Br[C:2]1[C:3]([O:13][CH3:14])=[C:4]([C:10](=[O:12])[CH3:11])[CH:5]=[C:6]([Cl:9])[C:7]=1[CH3:8].[F:15][C:16]1[CH:21]=[CH:20][C:19](B(O)O)=[CH:18][C:17]=1[C:25]([O:27][CH3:28])=[O:26].O.N#N. (2) Given the product [CH2:14]([CH:10]([CH2:9][CH2:8][CH2:3][CH2:2][CH2:6][CH3:5])[CH2:11][CH3:13])[CH3:15], predict the reactants needed to synthesize it. The reactants are: O[CH:2]1[CH:6](O)[CH2:5]O[CH:3]1[C:8]1O[C:11]([CH3:13])=[C:10]([C:14](=O)[CH3:15])[CH:9]=1.C(S([O-])(=O)=O)(F)(F)F.C(S([O-])(=O)=O)(F)(F)F.C(S([O-])(=O)=O)(F)(F)F.[La+3]. (3) The reactants are: [CH3:1][N:2]1[CH2:7][CH2:6][N:5]([C:8]2[CH:15]=[CH:14][CH:13]=[CH:12][C:9]=2[CH:10]=[O:11])[CH2:4][CH2:3]1.C([Cl:19])(=O)C. Given the product [ClH:19].[CH3:1][N:2]1[CH2:7][CH2:6][N:5]([C:8]2[CH:15]=[CH:14][CH:13]=[CH:12][C:9]=2[CH:10]=[O:11])[CH2:4][CH2:3]1, predict the reactants needed to synthesize it. (4) Given the product [Br:1][CH2:2][C:3]([NH:6][C:7]1[O:8][CH:9]=[CH:10][N:11]=1)=[O:4], predict the reactants needed to synthesize it. The reactants are: [Br:1][CH2:2][C:3](Br)=[O:4].[NH2:6][C:7]1[O:8][CH:9]=[CH:10][N:11]=1.C(N(CC)CC)C. (5) Given the product [NH2:34][C:29]1[C:28]2[C:6](=[CH:24][CH:25]=[CH:26][CH:27]=2)[C:4]([C:5]2[CH:39]=[CH:41][C:17]([CH2:15][C:11]3[CH:10]=[N:9][CH:14]=[CH:13][CH:12]=3)=[C:18]([OH:20])[CH:19]=2)=[CH:7][CH:30]=1, predict the reactants needed to synthesize it. The reactants are: C(=O)(O[C:4]([CH3:7])([CH3:6])[CH3:5])N.[N:9]1[CH:14]=[CH:13][CH:12]=[C:11]([CH:15]=O)[CH:10]=1.[CH3:17][C:18](C)([O-:20])[CH3:19].[K+].Cl.[CH:24]1[CH:25]=[CH:26][C:27]2[CH:28]=[C:29]([NH2:34])[CH:30]=CC=2C=1.C(=O)([O-])N.[C:39](O)([C:41](F)(F)F)=O. (6) Given the product [CH:35]1([C:38]2[CH:43]=[CH:42][C:41]([CH2:2][C:3]3[CH:10]=[C:9]([C@:11]4([O:29][C@H:28]([CH2:30][OH:31])[C@@H:23]([OH:24])[C@H:18]([OH:19])[C@H:13]4[OH:14])[OH:12])[CH:8]=[CH:7][C:4]=3[C:5]#[N:6])=[CH:40][CH:39]=2)[CH2:37][CH2:36]1, predict the reactants needed to synthesize it. The reactants are: Br[CH2:2][C:3]1[CH:10]=[C:9]([C@:11]2([O:29][C@H:28]([CH2:30][O:31]C(=O)C)[C@@H:23]([O:24]C(=O)C)[C@H:18]([O:19]C(=O)C)[C@H:13]2[O:14]C(=O)C)[OH:12])[CH:8]=[CH:7][C:4]=1[C:5]#[N:6].[CH:35]1([C:38]2[CH:43]=[CH:42][C:41](B(O)O)=[CH:40][CH:39]=2)[CH2:37][CH2:36]1.C(=O)([O-])[O-].[K+].[K+].CC(C)=O. (7) Given the product [CH3:43][N:40]1[CH2:39][CH:38]=[C:37]([C:7]2[CH:8]=[CH:9][CH:10]=[C:11]3[C:6]=2[CH:5]=[N:4][NH:3]3)[CH2:42][CH2:41]1, predict the reactants needed to synthesize it. The reactants are: C([N:3]1[C:11]2[C:6](=[C:7](B3OC(C)(C)C(C)(C)O3)[CH:8]=[CH:9][CH:10]=2)[CH:5]=[N:4]1)C.CCO.C([O-])([O-])=O.[Na+].[Na+].O.FC(F)(F)S(O[C:37]1[CH2:38][CH2:39][N:40]([CH3:43])[CH2:41][CH:42]=1)(=O)=O. (8) Given the product [C:1]([O:4][CH3:5])(=[O:3])[CH2:2][CH2:12][CH2:11][C:10]#[CH:15], predict the reactants needed to synthesize it. The reactants are: [C:1]([OH:4])(=[O:3])[CH3:2].[C:5](O)(=O)C.I[C:10]1[CH:15]=CC=[CH:12][CH:11]=1.II.OC1C(C)=CC(I)=CC=1C(NO)=O.IC1C=C(C)C2OC(=O)NC=2C=1.C1C=CC(P(C2C=CC=CC=2)C2C=CC=CC=2)=CC=1.CCOC(/N=N/C(OCC)=O)=O.CI.C(=O)([O-])[O-].[K+].[K+]. (9) Given the product [CH3:12][S:13][C:2]1[CH:3]=[C:4]([OH:11])[CH:5]=[CH:6][C:7]=1[N+:8]([O-:10])=[O:9], predict the reactants needed to synthesize it. The reactants are: F[C:2]1[CH:3]=[C:4]([OH:11])[CH:5]=[CH:6][C:7]=1[N+:8]([O-:10])=[O:9].[CH3:12][S-:13].[Na+].C(=O)([O-])[O-].[K+].[K+].O.